Dataset: Reaction yield outcomes from USPTO patents with 853,638 reactions. Task: Predict the reaction yield, written as a fraction of the theoretical maximum amount of product (1.0 means a 100% yield; for example, 0.34 means a 34% yield). The reactants are [C:1]([O:4][CH:5]1[C:9]2[N:10]=[CH:11][N:12]=[C:13](Cl)[C:8]=2[C@H:7]([CH3:15])[CH2:6]1)(=[O:3])[CH3:2].[CH3:16][C@@H:17]1[NH:22][CH2:21][CH2:20][N:19]([C:23]([O:25][C:26]([CH3:29])([CH3:28])[CH3:27])=[O:24])[CH2:18]1. The catalyst is CN1C(=O)CCC1.C(OCC)(=O)C. The product is [C:1]([O:4][CH:5]1[C:9]2[N:10]=[CH:11][N:12]=[C:13]([N:22]3[CH2:21][CH2:20][N:19]([C:23]([O:25][C:26]([CH3:29])([CH3:28])[CH3:27])=[O:24])[CH2:18][C@@H:17]3[CH3:16])[C:8]=2[C@H:7]([CH3:15])[CH2:6]1)(=[O:3])[CH3:2]. The yield is 0.600.